From a dataset of Forward reaction prediction with 1.9M reactions from USPTO patents (1976-2016). Predict the product of the given reaction. (1) Given the reactants [F:1][C:2]1[C:3]([N:9]=[CH:10][N:11]([CH3:13])[CH3:12])=[N:4][C:5]([OH:8])=[N:6][CH:7]=1.C(=O)([O-])[O-].[Cs+].[Cs+].[C:20]([O:26][CH2:27]Cl)(=[O:25])[C:21]([CH3:24])([CH3:23])[CH3:22].C(OCC)C, predict the reaction product. The product is: [CH3:12][N:11]([CH:10]=[N:9][C:3]1[C:2]([F:1])=[CH:7][N:6]=[C:5]([O:8][CH2:27][O:26][C:20](=[O:25])[C:21]([CH3:24])([CH3:23])[CH3:22])[N:4]=1)[CH3:13]. (2) Given the reactants [C:1]([O:5][C:6]([N:8]1[CH2:13][CH2:12][C:11]([CH:17]([CH3:19])[CH3:18])([C:14](O)=[O:15])[CH2:10][CH2:9]1)=[O:7])([CH3:4])([CH3:3])[CH3:2].C(Cl)(=O)C(Cl)=O.C[N:27](C)C=O.[OH-].[NH4+], predict the reaction product. The product is: [NH2:27][C:14]([C:11]1([CH:17]([CH3:19])[CH3:18])[CH2:12][CH2:13][N:8]([C:6]([O:5][C:1]([CH3:4])([CH3:3])[CH3:2])=[O:7])[CH2:9][CH2:10]1)=[O:15].